From a dataset of Full USPTO retrosynthesis dataset with 1.9M reactions from patents (1976-2016). Predict the reactants needed to synthesize the given product. (1) Given the product [C:1]([O:5][C:6](=[O:20])[NH:7][C:8]1[CH:13]=[C:12]([Cl:14])[C:11]([C:15]([F:17])([F:18])[F:16])=[CH:10][C:9]=1[NH:19][C:26](=[O:25])[CH2:27][C:28]([C:30]1[CH:35]=[CH:34][CH:33]=[C:32]([C:36]2[C:41]([CH3:42])=[CH:40][N:39]=[C:38]([CH3:43])[CH:37]=2)[CH:31]=1)=[O:29])([CH3:4])([CH3:2])[CH3:3], predict the reactants needed to synthesize it. The reactants are: [C:1]([O:5][C:6](=[O:20])[NH:7][C:8]1[CH:13]=[C:12]([Cl:14])[C:11]([C:15]([F:18])([F:17])[F:16])=[CH:10][C:9]=1[NH2:19])([CH3:4])([CH3:3])[CH3:2].C([O:25][C:26](=O)[CH2:27][C:28]([C:30]1[CH:35]=[CH:34][CH:33]=[C:32]([C:36]2[C:41]([CH3:42])=[CH:40][N:39]=[C:38]([CH3:43])[CH:37]=2)[CH:31]=1)=[O:29])(C)(C)C. (2) Given the product [N:31]1([C:26]([N:17]2[CH2:16][CH2:15][C:12]3([C:11](=[O:20])[N:10]([C:7]4[CH:8]=[CH:9][C:4]([O:3][C:2]([F:1])([F:21])[F:22])=[CH:5][CH:6]=4)[CH2:14][CH2:13]3)[CH2:19][CH2:18]2)=[O:25])[CH2:35][CH2:34][CH2:33][CH2:32]1, predict the reactants needed to synthesize it. The reactants are: [F:1][C:2]([F:22])([F:21])[O:3][C:4]1[CH:9]=[CH:8][C:7]([N:10]2[CH2:14][CH2:13][C:12]3([CH2:19][CH2:18][NH:17][CH2:16][CH2:15]3)[C:11]2=[O:20])=[CH:6][CH:5]=1.O=C(Cl)[O:25][C:26](Cl)(Cl)Cl.[NH:31]1[CH2:35][CH2:34][CH2:33][CH2:32]1. (3) Given the product [Br:16][C:12]1[S:13][C:14]2[N:15]=[C:8]([C:6]([OH:7])=[O:5])[CH2:9][C:10]=2[N:11]=1, predict the reactants needed to synthesize it. The reactants are: [OH-].[K+].C([O:5][C:6]([C:8]1[CH2:9][C:10]2[N:11]=[C:12]([Br:16])[S:13][C:14]=2[N:15]=1)=[O:7])C. (4) Given the product [F:44][C:31]1[CH:32]=[C:33]([CH2:36][N:37]2[CH2:40][CH:39]([C:41]([OH:43])=[O:42])[CH2:38]2)[CH:34]=[CH:35][C:30]=1[C:28]1[S:27][C:25]2[C:24]([N:29]=1)=[CH:23][CH:22]=[C:21]([C:13]1([C:14]3[CH:15]=[CH:16][CH:17]=[CH:18][CH:19]=3)[CH2:8][CH2:7][O:20]1)[N:26]=2, predict the reactants needed to synthesize it. The reactants are: [I-].C[S+](C)(C)=O.[CH3:7][C:8](C)([O-])C.[K+].[C:13]([C:21]1[N:26]=[C:25]2[S:27][C:28]([C:30]3[CH:35]=[CH:34][C:33]([CH2:36][N:37]4[CH2:40][CH:39]([C:41]([OH:43])=[O:42])[CH2:38]4)=[CH:32][C:31]=3[F:44])=[N:29][C:24]2=[CH:23][CH:22]=1)(=[O:20])[C:14]1[CH:19]=[CH:18][CH:17]=[CH:16][CH:15]=1.Cl. (5) Given the product [C:10]([NH:12][C@@H:3]([CH2:2][S:118][CH2:117]/[CH:116]=[C:115](\[CH3:125])/[CH2:114][CH2:113]/[CH:112]=[C:111](\[CH3:126])/[CH2:110][CH2:109][CH:108]=[C:107]([CH3:106])[CH3:127])[C:4]([OH:6])=[O:5])(=[O:11])[CH:9]=[CH2:8], predict the reactants needed to synthesize it. The reactants are: Cl[CH2:2][CH2:3][C:4]([OH:6])=[O:5].C[C@@H:8](O)[C@@H:9]1NC(=O)[C@H](CCN)NC(=O)[C@H](CCN)NC(=O)[C@H](CC(C)C)NC(=O)[C@@H](CC2C=CC=CC=2)NC(=O)[C@H](CCN)NC(=O)[C@@H](NC([C@@H](N)CCN)=O)CC[NH:12][C:10]1=[O:11].OS(O)(=O)=O.CN(C(ON1N=NC2C=CC=NC1=2)=[N+](C)C)C.F[P-](F)(F)(F)(F)F.C(N(CC)C(C)C)(C)C.[CH3:106][C:107]([CH3:127])=[CH:108][CH2:109][CH2:110]/[C:111](/[CH3:126])=[CH:112]/[CH2:113][CH2:114]/[C:115](/[CH3:125])=[CH:116]/[CH2:117][S:118]C[C@H](N)C(O)=O. (6) Given the product [Cl:11][C:12]1[CH:17]=[C:16]([CH:18]([OH:19])[CH2:4][CH2:5][CH:6]([O:9][CH3:10])[O:7][CH3:8])[C:15]([F:20])=[CH:14][N:13]=1, predict the reactants needed to synthesize it. The reactants are: II.Br[CH2:4][CH2:5][CH:6]([O:9][CH3:10])[O:7][CH3:8].[Cl:11][C:12]1[CH:17]=[C:16]([CH:18]=[O:19])[C:15]([F:20])=[CH:14][N:13]=1.[NH4+].[Cl-]. (7) Given the product [CH:1]1[C:10]2[C:5](=[CH:6][CH:7]=[CH:8][CH:9]=2)[CH:4]=[CH:3][C:2]=1[C:11]1[CH:16]=[CH:15][N:14]=[C:13]([N:22]2[CH2:23][CH2:24][CH2:25][N:19]([CH:26]=[O:27])[CH2:20][CH2:21]2)[N:12]=1, predict the reactants needed to synthesize it. The reactants are: [CH:1]1[C:10]2[C:5](=[CH:6][CH:7]=[CH:8][CH:9]=2)[CH:4]=[CH:3][C:2]=1[C:11]1[CH:16]=[CH:15][N:14]=[C:13](C=O)[N:12]=1.[N:19]1([CH:26]=[O:27])[CH2:25][CH2:24][CH2:23][NH:22][CH2:21][CH2:20]1.C(O[BH-](OC(=O)C)OC(=O)C)(=O)C.[Na+]. (8) Given the product [CH2:31]([N:33]([CH2:34][CH3:35])[CH2:2][C:3]([NH:5][C@@H:6]([CH3:30])[C:7]([O:9][CH2:10][N:11]1[C:16](=[O:17])[CH2:15][CH2:14][CH:13]([N:18]2[C:26](=[O:27])[C:25]3[C:20](=[CH:21][CH:22]=[CH:23][CH:24]=3)[C:19]2=[O:28])[C:12]1=[O:29])=[O:8])=[O:4])[CH3:32], predict the reactants needed to synthesize it. The reactants are: Br[CH2:2][C:3]([NH:5][C@@H:6]([CH3:30])[C:7]([O:9][CH2:10][N:11]1[C:16](=[O:17])[CH2:15][CH2:14][CH:13]([N:18]2[C:26](=[O:27])[C:25]3[C:20](=[CH:21][CH:22]=[CH:23][CH:24]=3)[C:19]2=[O:28])[C:12]1=[O:29])=[O:8])=[O:4].[CH2:31]([NH:33][CH2:34][CH3:35])[CH3:32]. (9) Given the product [CH2:24]([O:12][C:6]1[CH:5]=[C:4]([CH:9]=[C:8]([OH:10])[C:7]=1[OH:11])[C:3]([O:2][CH3:1])=[O:13])[C:25]1[CH:30]=[CH:29][CH:28]=[CH:27][CH:26]=1, predict the reactants needed to synthesize it. The reactants are: [CH3:1][O:2][C:3](=[O:13])[C:4]1[CH:9]=[C:8]([OH:10])[C:7]([OH:11])=[C:6]([OH:12])[CH:5]=1.C(OC(OCC)OCC)C.[CH2:24](Br)[C:25]1[CH:30]=[CH:29][CH:28]=[CH:27][CH:26]=1.C(=O)([O-])[O-].[K+].[K+].C(N(CC)CC)C.